Dataset: Peptide-MHC class I binding affinity with 185,985 pairs from IEDB/IMGT. Task: Regression. Given a peptide amino acid sequence and an MHC pseudo amino acid sequence, predict their binding affinity value. This is MHC class I binding data. (1) The MHC is HLA-A25:01 with pseudo-sequence HLA-A25:01. The peptide sequence is KYAEAFQMV. The binding affinity (normalized) is 0.0847. (2) The peptide sequence is YAAEMVEYL. The MHC is HLA-A68:02 with pseudo-sequence HLA-A68:02. The binding affinity (normalized) is 0.760. (3) The binding affinity (normalized) is 0. The MHC is HLA-A02:06 with pseudo-sequence HLA-A02:06. The peptide sequence is GLQSSDDFA. (4) The MHC is HLA-A03:01 with pseudo-sequence HLA-A03:01. The peptide sequence is VTFLLLCGR. The binding affinity (normalized) is 0.258.